Dataset: Full USPTO retrosynthesis dataset with 1.9M reactions from patents (1976-2016). Task: Predict the reactants needed to synthesize the given product. Given the product [F:21][C:22]1[CH:27]=[C:26]([C:28]([F:29])([F:30])[F:31])[CH:25]=[CH:24][C:23]=1[C:2]1[N:7]=[CH:6][N:5]=[C:4]([NH:8][C:9]2[CH:10]=[C:11]3[C:15](=[CH:16][CH:17]=2)[NH:14][CH:13]=[CH:12]3)[C:3]=1[N+:18]([O-:20])=[O:19], predict the reactants needed to synthesize it. The reactants are: Cl[C:2]1[N:7]=[CH:6][N:5]=[C:4]([NH:8][C:9]2[CH:10]=[C:11]3[C:15](=[CH:16][CH:17]=2)[NH:14][CH:13]=[CH:12]3)[C:3]=1[N+:18]([O-:20])=[O:19].[F:21][C:22]1[CH:27]=[C:26]([C:28]([F:31])([F:30])[F:29])[CH:25]=[CH:24][C:23]=1B(O)O.C(=O)([O-])[O-].[Na+].[Na+].O1CCOCC1.